This data is from Forward reaction prediction with 1.9M reactions from USPTO patents (1976-2016). The task is: Predict the product of the given reaction. (1) Given the reactants N#N.[C:3]([O:7][C:8]([NH:10][C@@H:11]([CH2:15][C:16]1[CH:21]=[CH:20][C:19]([O:22][CH3:23])=[CH:18][CH:17]=1)[C:12](O)=O)=[O:9])([CH3:6])([CH3:5])[CH3:4].C(N1CCOCC1)C.CN(C(O[N:40]1N=[N:47][C:42]2[CH:43]=[CH:44][CH:45]=[CH:46][C:41]1=2)=[N+](C)C)C.[B-](F)(F)(F)F.C1(N)C=CC=CC=1N, predict the reaction product. The product is: [NH:40]1[C:41]2[CH:46]=[CH:45][CH:44]=[CH:43][C:42]=2[N:47]=[C:12]1[C@@H:11]([NH:10][C:8](=[O:9])[O:7][C:3]([CH3:6])([CH3:5])[CH3:4])[CH2:15][C:16]1[CH:21]=[CH:20][C:19]([O:22][CH3:23])=[CH:18][CH:17]=1. (2) Given the reactants [OH:1][C:2]1[C:11]2[C:12]3[CH:13]=[CH:14][C:15]([O:21][CH3:22])=[CH:16][C:17]=3[C:18](=[N:19][OH:20])[C:10]=2[C:9]2[C:4](=[CH:5][CH:6]=[CH:7][CH:8]=2)[N:3]=1.Cl.Cl[CH2:25][CH2:26][N:27]1[CH2:31][CH2:30][CH2:29][CH2:28]1.COC1C=CC2C3C(N4CCNCC4)=NC4C(C=3C(=O)C=2C=1)=CC=CC=4.C(C1OC1)Cl, predict the reaction product. The product is: [N:27]1([CH2:26][CH2:25][O:20][N:19]=[C:18]2[C:10]3[C:9]4[C:4](=[CH:5][CH:6]=[CH:7][CH:8]=4)[N:3]=[C:2]([OH:1])[C:11]=3[C:12]3[CH:13]=[CH:14][C:15]([O:21][CH3:22])=[CH:16][C:17]2=3)[CH2:31][CH2:30][CH2:29][CH2:28]1.